Dataset: Reaction yield outcomes from USPTO patents with 853,638 reactions. Task: Predict the reaction yield, written as a fraction of the theoretical maximum amount of product (1.0 means a 100% yield; for example, 0.34 means a 34% yield). The reactants are [CH2:1]([O:3][C:4]([C:6]1[NH:14][C:13]2[CH:12]=[CH:11][N:10]=[CH:9][C:8]=2[C:7]=1[NH:15][C:16]1[CH:21]=[CH:20][C:19]([I:22])=[CH:18][C:17]=1[F:23])=[O:5])[CH3:2].C(=O)([O-])[O-].[K+].[K+].[CH2:30](I)[CH3:31]. The catalyst is CN(C=O)C. The product is [CH2:1]([O:3][C:4]([C:6]1[N:14]([CH2:30][CH3:31])[C:13]2[CH:12]=[CH:11][N:10]=[CH:9][C:8]=2[C:7]=1[NH:15][C:16]1[CH:21]=[CH:20][C:19]([I:22])=[CH:18][C:17]=1[F:23])=[O:5])[CH3:2]. The yield is 0.360.